Dataset: Full USPTO retrosynthesis dataset with 1.9M reactions from patents (1976-2016). Task: Predict the reactants needed to synthesize the given product. (1) Given the product [N:8]([C:7]1[CH:9]=[CH:10][C:4]([O:3][C:2]([F:11])([F:12])[F:1])=[CH:5][CH:6]=1)=[N+:17]=[N-:18], predict the reactants needed to synthesize it. The reactants are: [F:1][C:2]([F:12])([F:11])[O:3][C:4]1[CH:10]=[CH:9][C:7]([NH2:8])=[CH:6][CH:5]=1.N([O-])=O.[Na+].[N-:17]=[N+:18]=[N-].[Na+]. (2) Given the product [F:8][C:5]1[CH:6]=[CH:7][C:2]([C:17]([CH:19]2[CH2:22][N:21]([C:23]([O:25][C:26]([CH3:29])([CH3:28])[CH3:27])=[O:24])[CH2:20]2)=[O:18])=[CH:3][CH:4]=1, predict the reactants needed to synthesize it. The reactants are: Br[C:2]1[CH:7]=[CH:6][C:5]([F:8])=[CH:4][CH:3]=1.C([Li])CCC.CON(C)[C:17]([CH:19]1[CH2:22][N:21]([C:23]([O:25][C:26]([CH3:29])([CH3:28])[CH3:27])=[O:24])[CH2:20]1)=[O:18]. (3) Given the product [CH2:20]([C:19]1[CH:18]=[CH:17][C:16]([C@H:22]2[C@H:27]([O:28][CH2:52][C:53]3[CH:58]=[CH:57][CH:56]=[CH:55][CH:54]=3)[C@@H:26]([O:29][CH2:22][C:16]3[CH:17]=[CH:18][CH:19]=[CH:14][CH:15]=3)[C@H:25]([O:30][CH2:13][C:11]3[CH:12]=[CH:7][CH:8]=[CH:9][CH:10]=3)[C@@H:24]([CH2:31][O:32][C:33]([C:40]3[CH:41]=[CH:42][CH:43]=[CH:44][CH:45]=3)([C:34]3[CH:39]=[CH:38][CH:37]=[CH:36][CH:35]=3)[C:46]3[CH:47]=[CH:48][CH:49]=[CH:50][CH:51]=3)[O:23]2)=[CH:15][C:14]=1[CH2:13][C:11]1[CH:10]=[CH:9][C:8]2[O:3][CH2:4][CH2:5][O:6][C:7]=2[CH:12]=1)[CH3:21], predict the reactants needed to synthesize it. The reactants are: [H-].[Na+].[O:3]1[C:8]2[CH:9]=[CH:10][C:11]([CH2:13][C:14]3[CH:15]=[C:16]([C@H:22]4[C@H:27]([OH:28])[C@@H:26]([OH:29])[C@H:25]([OH:30])[C@@H:24]([CH2:31][O:32][C:33]([C:46]5[CH:51]=[CH:50][CH:49]=[CH:48][CH:47]=5)([C:40]5[CH:45]=[CH:44][CH:43]=[CH:42][CH:41]=5)[C:34]5[CH:39]=[CH:38][CH:37]=[CH:36][CH:35]=5)[O:23]4)[CH:17]=[CH:18][C:19]=3[CH2:20][CH3:21])=[CH:12][C:7]=2[O:6][CH2:5][CH2:4]1.[CH2:52](Br)[C:53]1[CH:58]=[CH:57][CH:56]=[CH:55][CH:54]=1. (4) Given the product [CH2:16]([N:5]1[C:4](=[O:23])[CH:3]=[C:2]([N:1]=[CH:26][N:27]([CH3:29])[CH3:28])[N:7]([CH2:8][C:9]2[CH:14]=[CH:13][CH:12]=[CH:11][CH:10]=2)[C:6]1=[O:15])[C:17]1[CH:22]=[CH:21][CH:20]=[CH:19][CH:18]=1, predict the reactants needed to synthesize it. The reactants are: [NH2:1][C:2]1[N:7]([CH2:8][C:9]2[CH:14]=[CH:13][CH:12]=[CH:11][CH:10]=2)[C:6](=[O:15])[N:5]([CH2:16][C:17]2[CH:22]=[CH:21][CH:20]=[CH:19][CH:18]=2)[C:4](=[O:23])[CH:3]=1.CO[CH:26](OC)[N:27]([CH3:29])[CH3:28]. (5) Given the product [CH3:19][C:18]1[C:6]([C:4](=[O:5])[C:3]([O:41][CH3:42])=[O:33])=[C:7]([O:20][S:21]([C:24]([F:27])([F:25])[F:26])(=[O:22])=[O:23])[C:8]2[N:9]([CH:17]=1)[N:10]=[C:11]1[C:16]=2[CH:15]=[CH:14][CH:13]=[CH:12]1, predict the reactants needed to synthesize it. The reactants are: C([CH:3]([S+]1CCCC1)[C:4]([C:6]1[C:18]([CH3:19])=[CH:17][N:9]2[N:10]=[C:11]3[C:16]([CH:15]=[CH:14][CH:13]=[CH:12]3)=[C:8]2[C:7]=1[O:20][S:21]([C:24]([F:27])([F:26])[F:25])(=[O:23])=[O:22])=[O:5])#N.[OH:33]OS([O-])=O.[K+].CC[O:41][CH2:42]C. (6) Given the product [CH2:23]([O:25][C:26]([C:28]1[CH:29]=[C:30]([C:34]2[CH:39]=[CH:38][CH:37]=[C:36]([CH2:40][S:19][CH2:20][CH2:21][OH:22])[CH:35]=2)[CH:31]=[CH:32][CH:33]=1)=[O:27])[CH3:24], predict the reactants needed to synthesize it. The reactants are: C(OC(C1C=C(C2C=CC(C[S:19][CH2:20][CH2:21][OH:22])=CC=2)C=CC=1)=O)C.[CH2:23]([O:25][C:26]([C:28]1[CH:29]=[C:30]([C:34]2[CH:39]=[CH:38][CH:37]=[C:36]([CH2:40]Br)[CH:35]=2)[CH:31]=[CH:32][CH:33]=1)=[O:27])[CH3:24].SCCO.C(=O)([O-])[O-].[K+].[K+]. (7) Given the product [F:36][C:26]1[CH:27]=[C:28]([C:32]([OH:35])([CH3:34])[CH3:33])[CH:29]=[C:30]([F:31])[C:25]=1[C:19]1[S:18][C:17]([NH:16][C:2]2[CH:3]=[CH:4][CH:5]=[C:6]([CH2:8][CH2:9][O:10][CH2:11][C:12]([OH:14])([CH3:15])[CH3:13])[N:7]=2)=[C:21]([C:22]([NH2:24])=[O:23])[CH:20]=1, predict the reactants needed to synthesize it. The reactants are: Br[C:2]1[N:7]=[C:6]([CH2:8][CH2:9][O:10][CH2:11][C:12]([CH3:15])([OH:14])[CH3:13])[CH:5]=[CH:4][CH:3]=1.[NH2:16][C:17]1[S:18][C:19]([C:25]2[C:30]([F:31])=[CH:29][C:28]([C:32]([OH:35])([CH3:34])[CH3:33])=[CH:27][C:26]=2[F:36])=[CH:20][C:21]=1[C:22]([NH2:24])=[O:23]. (8) Given the product [CH2:1]([N:8]([C:15]1[CH:16]=[C:17]([Cl:22])[CH:18]=[C:19]([Cl:21])[CH:20]=1)[C:9]1[N:10]=[C:11]([NH2:12])[NH:24][N:23]=1)[C:2]1[CH:7]=[CH:6][CH:5]=[CH:4][CH:3]=1, predict the reactants needed to synthesize it. The reactants are: [CH2:1]([N:8]([C:15]1[CH:20]=[C:19]([Cl:21])[CH:18]=[C:17]([Cl:22])[CH:16]=1)/[C:9](/SC)=[N:10]/[C:11]#[N:12])[C:2]1[CH:7]=[CH:6][CH:5]=[CH:4][CH:3]=1.[NH2:23][NH2:24].